Predict which catalyst facilitates the given reaction. From a dataset of Catalyst prediction with 721,799 reactions and 888 catalyst types from USPTO. (1) Reactant: [NH2:1][C@@H:2]1[CH2:7][CH2:6][C@H:5]([NH:8][C:9]2[N:18]=[C:17]([N:19]([CH3:21])[CH3:20])[C:16]3[CH2:15][CH2:14][CH2:13][CH2:12][C:11]=3[N:10]=2)[CH2:4][CH2:3]1.CCN(CC)CC.[O:29]([C:36]1[N:44]=[CH:43][CH:42]=[CH:41][C:37]=1[C:38]([Cl:40])=[O:39])[C:30]1[CH:35]=[CH:34][CH:33]=[CH:32][CH:31]=1. Product: [ClH:40].[CH3:20][N:19]([CH3:21])[C:17]1[C:16]2[CH2:15][CH2:14][CH2:13][CH2:12][C:11]=2[N:10]=[C:9]([NH:8][C@@H:5]2[CH2:6][CH2:7][C@H:2]([NH:1][C:38](=[O:39])[C:37]3[CH:41]=[CH:42][CH:43]=[N:44][C:36]=3[O:29][C:30]3[CH:31]=[CH:32][CH:33]=[CH:34][CH:35]=3)[CH2:3][CH2:4]2)[N:18]=1. The catalyst class is: 22. (2) Product: [CH3:33][O:32][C:31]([NH:24][C:21]1[CH:20]=[CH:19][C:18]([CH:8]([C:5]2[CH:6]=[CH:7][C:2]([NH:1][C:31]([O:32][CH3:33])=[O:34])=[CH:3][CH:4]=2)[CH2:9][CH2:10][NH:11][C:12](=[O:17])[C:13]([F:14])([F:15])[F:16])=[CH:23][CH:22]=1)=[O:34]. The catalyst class is: 4. Reactant: [NH2:1][C:2]1[CH:7]=[CH:6][C:5]([CH:8]([C:18]2[CH:23]=[CH:22][C:21]([NH2:24])=[CH:20][CH:19]=2)[CH2:9][CH2:10][NH:11][C:12](=[O:17])[C:13]([F:16])([F:15])[F:14])=[CH:4][CH:3]=1.N1C=CC=CC=1.[C:31](Cl)(=[O:34])[O:32][CH3:33]. (3) Reactant: [O:1]=[C:2]1[N:10]([C:11]2[CH:12]=[C:13]3[C:17](=[CH:18][CH:19]=2)[N:16]([C:20]([O:22][C:23]([CH3:26])([CH3:25])[CH3:24])=[O:21])[CH2:15][CH2:14]3)[C:5]2=[N:6][CH:7]=[CH:8][CH:9]=[C:4]2[NH:3]1.I[CH:28]([CH3:30])[CH3:29].O. Product: [CH3:29][CH:28]([N:3]1[C:4]2[C:5](=[N:6][CH:7]=[CH:8][CH:9]=2)[N:10]([C:11]2[CH:12]=[C:13]3[C:17](=[CH:18][CH:19]=2)[N:16]([C:20]([O:22][C:23]([CH3:26])([CH3:25])[CH3:24])=[O:21])[CH2:15][CH2:14]3)[C:2]1=[O:1])[CH3:30]. The catalyst class is: 3. (4) Reactant: [N:1]([CH2:4][CH2:5][O:6][C:7]1[CH:12]=[CH:11][C:10]([CH2:13][C:14]([CH2:21][CH2:22][CH2:23][CH3:24])([CH3:20])[C:15]([O:17][CH2:18][CH3:19])=[O:16])=[CH:9][CH:8]=1)=[N+]=[N-]. Product: [NH2:1][CH2:4][CH2:5][O:6][C:7]1[CH:12]=[CH:11][C:10]([CH2:13][C:14]([CH2:21][CH2:22][CH2:23][CH3:24])([CH3:20])[C:15]([O:17][CH2:18][CH3:19])=[O:16])=[CH:9][CH:8]=1. The catalyst class is: 45. (5) Reactant: Br[C:2]1[C:3]([CH3:10])=[C:4]([C:8]#[N:9])[CH:5]=[N:6][CH:7]=1.[CH:11]([B-](F)(F)F)=[CH2:12].[K+]. Product: [CH:11]([C:2]1[C:3]([CH3:10])=[C:4]([C:8]#[N:9])[CH:5]=[N:6][CH:7]=1)=[CH2:12]. The catalyst class is: 14.